Dataset: Forward reaction prediction with 1.9M reactions from USPTO patents (1976-2016). Task: Predict the product of the given reaction. (1) Given the reactants C[O:2][C:3]([C:5]1[C:10]([OH:11])=[C:9]([OH:12])[N:8]=[C:7]([CH2:13][C:14]2([C:19]3[CH:24]=[CH:23][CH:22]=[CH:21][CH:20]=3)[CH2:18][CH2:17][CH2:16][CH2:15]2)[N:6]=1)=O.[CH3:25][NH2:26], predict the reaction product. The product is: [CH3:25][NH:26][C:3]([C:5]1[N:6]=[C:7]([CH2:13][C:14]2([C:19]3[CH:20]=[CH:21][CH:22]=[CH:23][CH:24]=3)[CH2:18][CH2:17][CH2:16][CH2:15]2)[NH:8][C:9](=[O:12])[C:10]=1[OH:11])=[O:2]. (2) Given the reactants [CH:1]1([C:4]2[C:13](I)=[CH:12][C:7]([C:8]([O:10][CH3:11])=[O:9])=[C:6]([CH3:15])[CH:5]=2)[CH2:3][CH2:2]1.[CH3:16][C:17]1([CH3:33])[C:21]([CH3:23])([CH3:22])[O:20][B:19]([B:19]2[O:20][C:21]([CH3:23])([CH3:22])[C:17]([CH3:33])([CH3:16])[O:18]2)[O:18]1.C([O-])(=O)C.[K+], predict the reaction product. The product is: [CH:1]1([C:4]2[C:13]([B:19]3[O:20][C:21]([CH3:23])([CH3:22])[C:17]([CH3:33])([CH3:16])[O:18]3)=[CH:12][C:7]([C:8]([O:10][CH3:11])=[O:9])=[C:6]([CH3:15])[CH:5]=2)[CH2:3][CH2:2]1. (3) Given the reactants [C:1]([C:3]1[CH:4]=[CH:5][C:6]([S:9][C:10]2[CH:11]=[C:12]([C:28]([NH:30][CH3:31])=[O:29])[C:13](=[O:27])[N:14]([C:17]3[CH:22]=[CH:21][CH:20]=[C:19]([C:23]([F:26])([F:25])[F:24])[CH:18]=3)[C:15]=2[CH3:16])=[N:7][CH:8]=1)#[N:2].[OH:32]O, predict the reaction product. The product is: [C:1]([C:3]1[CH:4]=[CH:5][C:6]([S:9]([C:10]2[CH:11]=[C:12]([C:28]([NH:30][CH3:31])=[O:29])[C:13](=[O:27])[N:14]([C:17]3[CH:22]=[CH:21][CH:20]=[C:19]([C:23]([F:26])([F:25])[F:24])[CH:18]=3)[C:15]=2[CH3:16])=[O:32])=[N:7][CH:8]=1)#[N:2]. (4) Given the reactants [C:1](OC(=O)C)(=[O:3])[CH3:2].[NH2:8][C:9]1[C:10]([CH3:31])=[C:11]([C:18]([C:20]2[CH:25]=[CH:24][C:23]([N+:26]([O-:28])=[O:27])=[C:22]([O:29][CH3:30])[CH:21]=2)=[O:19])[N:12]2[C:17]=1[CH:16]=[CH:15][CH:14]=[CH:13]2, predict the reaction product. The product is: [CH3:30][O:29][C:22]1[CH:21]=[C:20]([CH:25]=[CH:24][C:23]=1[N+:26]([O-:28])=[O:27])[C:18]([C:11]1[N:12]2[C:17]([CH:16]=[CH:15][CH:14]=[CH:13]2)=[C:9]([NH:8][C:1](=[O:3])[CH3:2])[C:10]=1[CH3:31])=[O:19]. (5) Given the reactants [C:1]1([CH:7]([C:32]2[CH:37]=[CH:36][CH:35]=[CH:34][CH:33]=2)[C:8]2[CH:9]=[CH:10][C:11](=[O:31])[N:12]([CH2:14][CH2:15][NH:16][CH2:17][C:18]3[CH:19]=[C:20]([CH:28]=[CH:29][CH:30]=3)[O:21][CH2:22][C:23]([O:25][CH2:26][CH3:27])=[O:24])[CH:13]=2)[CH:6]=[CH:5][CH:4]=[CH:3][CH:2]=1.[C:38](O[BH-](OC(=O)C)OC(=O)C)(=O)C.[Na+], predict the reaction product. The product is: [C:1]1([CH:7]([C:32]2[CH:37]=[CH:36][CH:35]=[CH:34][CH:33]=2)[C:8]2[CH:9]=[CH:10][C:11](=[O:31])[N:12]([CH2:14][CH2:15][N:16]([CH2:17][C:18]3[CH:19]=[C:20]([CH:28]=[CH:29][CH:30]=3)[O:21][CH2:22][C:23]([O:25][CH2:26][CH3:27])=[O:24])[CH3:38])[CH:13]=2)[CH:2]=[CH:3][CH:4]=[CH:5][CH:6]=1. (6) Given the reactants C[O:2][C:3](=[O:22])[CH:4]([CH2:9][CH2:10][CH2:11][NH:12][C@H:13]([C:15]1[CH:20]=[CH:19][C:18]([F:21])=[CH:17][CH:16]=1)[CH3:14])[C:5](OC)=[O:6], predict the reaction product. The product is: [F:21][C:18]1[CH:19]=[CH:20][C:15]([C@@H:13]([N:12]2[CH2:11][CH2:10][CH2:9][CH:4]([C:3]([OH:2])=[O:22])[C:5]2=[O:6])[CH3:14])=[CH:16][CH:17]=1. (7) Given the reactants [Cl:1][C:2]1[C:11]2[C:6](=[CH:7][CH:8]=[C:9]([CH:12]([C:14]3[N:18]([CH3:19])[CH:17]=[N:16][CH:15]=3)[OH:13])[CH:10]=2)[N:5]=[C:4]([O:20][CH3:21])[C:3]=1[CH2:22][C:23]1[CH:28]=[CH:27][C:26]([C:29]([F:32])([F:31])[F:30])=[CH:25][CH:24]=1, predict the reaction product. The product is: [Cl:1][C:2]1[C:11]2[C:6](=[CH:7][CH:8]=[C:9]([C:12]([C:14]3[N:18]([CH3:19])[CH:17]=[N:16][CH:15]=3)=[O:13])[CH:10]=2)[N:5]=[C:4]([O:20][CH3:21])[C:3]=1[CH2:22][C:23]1[CH:24]=[CH:25][C:26]([C:29]([F:31])([F:30])[F:32])=[CH:27][CH:28]=1.